The task is: Regression. Given two drug SMILES strings and cell line genomic features, predict the synergy score measuring deviation from expected non-interaction effect.. This data is from NCI-60 drug combinations with 297,098 pairs across 59 cell lines. (1) Drug 1: C1=NC(=NC(=O)N1C2C(C(C(O2)CO)O)O)N. Drug 2: B(C(CC(C)C)NC(=O)C(CC1=CC=CC=C1)NC(=O)C2=NC=CN=C2)(O)O. Cell line: SN12C. Synergy scores: CSS=19.4, Synergy_ZIP=-4.94, Synergy_Bliss=-5.93, Synergy_Loewe=-38.4, Synergy_HSA=-6.95. (2) Drug 1: CCC(=C(C1=CC=CC=C1)C2=CC=C(C=C2)OCCN(C)C)C3=CC=CC=C3.C(C(=O)O)C(CC(=O)O)(C(=O)O)O. Drug 2: C1CN1C2=NC(=NC(=N2)N3CC3)N4CC4. Cell line: UACC-257. Synergy scores: CSS=8.05, Synergy_ZIP=-2.63, Synergy_Bliss=-3.16, Synergy_Loewe=-10.6, Synergy_HSA=-3.80. (3) Synergy scores: CSS=44.0, Synergy_ZIP=0.580, Synergy_Bliss=1.52, Synergy_Loewe=-2.13, Synergy_HSA=1.85. Drug 1: COC1=CC(=CC(=C1O)OC)C2C3C(COC3=O)C(C4=CC5=C(C=C24)OCO5)OC6C(C(C7C(O6)COC(O7)C8=CC=CS8)O)O. Cell line: SF-539. Drug 2: C1C(C(OC1N2C=NC3=C(N=C(N=C32)Cl)N)CO)O. (4) Drug 1: C1CC(=O)NC(=O)C1N2CC3=C(C2=O)C=CC=C3N. Drug 2: CC1=C(C(=O)C2=C(C1=O)N3CC4C(C3(C2COC(=O)N)OC)N4)N. Cell line: SR. Synergy scores: CSS=51.2, Synergy_ZIP=-4.74, Synergy_Bliss=-7.93, Synergy_Loewe=-6.70, Synergy_HSA=-3.87. (5) Drug 1: C1=CC(=CC=C1C#N)C(C2=CC=C(C=C2)C#N)N3C=NC=N3. Drug 2: CC=C1C(=O)NC(C(=O)OC2CC(=O)NC(C(=O)NC(CSSCCC=C2)C(=O)N1)C(C)C)C(C)C. Cell line: HCC-2998. Synergy scores: CSS=30.1, Synergy_ZIP=2.20, Synergy_Bliss=1.37, Synergy_Loewe=-35.7, Synergy_HSA=-3.96. (6) Drug 1: CC1C(C(CC(O1)OC2CC(CC3=C2C(=C4C(=C3O)C(=O)C5=C(C4=O)C(=CC=C5)OC)O)(C(=O)CO)O)N)O.Cl. Drug 2: CC(C)CN1C=NC2=C1C3=CC=CC=C3N=C2N. Cell line: HT29. Synergy scores: CSS=29.3, Synergy_ZIP=-0.750, Synergy_Bliss=1.22, Synergy_Loewe=-1.31, Synergy_HSA=-1.33.